Dataset: Forward reaction prediction with 1.9M reactions from USPTO patents (1976-2016). Task: Predict the product of the given reaction. (1) Given the reactants Cl[C:2]1[C:11]2[C:6](=[CH:7][CH:8]=[CH:9][CH:10]=2)[N:5]=[CH:4][C:3]=1[N+:12]([O-:14])=[O:13].C(N(CC)CC)C.[NH2:22][CH2:23][CH2:24][O:25][CH2:26][CH2:27][NH:28][C:29](=[O:35])[O:30][C:31]([CH3:34])([CH3:33])[CH3:32], predict the reaction product. The product is: [N+:12]([C:3]1[CH:4]=[N:5][C:6]2[C:11]([C:2]=1[NH:22][CH2:23][CH2:24][O:25][CH2:26][CH2:27][NH:28][C:29](=[O:35])[O:30][C:31]([CH3:33])([CH3:32])[CH3:34])=[CH:10][CH:9]=[CH:8][CH:7]=2)([O-:14])=[O:13]. (2) Given the reactants [Cl:1][C:2]1[CH:7]=[CH:6][N:5]=[C:4]([NH2:8])[CH:3]=1.[N+:9]([O-])([OH:11])=[O:10].[OH-].[NH4+].CCCCCCC, predict the reaction product. The product is: [Cl:1][C:2]1[CH:7]=[CH:6][N:5]=[C:4]([NH2:8])[C:3]=1[N+:9]([O-:11])=[O:10]. (3) The product is: [O:22]([C:29]1[CH:30]=[CH:31][CH:32]=[CH:33][C:34]=1[C:17]1[CH:18]=[C:13]2[C:12]([C:20]#[N:21])=[CH:11][NH:10][C:14]2=[N:15][CH:16]=1)[C:23]1[CH:28]=[CH:27][CH:26]=[CH:25][CH:24]=1. Given the reactants C1(S([N:10]2[C:14]3=[N:15][CH:16]=[C:17](Br)[CH:18]=[C:13]3[C:12]([C:20]#[N:21])=[CH:11]2)(=O)=O)C=CC=CC=1.[O:22]([C:29]1[CH:34]=[CH:33][CH:32]=[CH:31][C:30]=1B(O)O)[C:23]1[CH:28]=[CH:27][CH:26]=[CH:25][CH:24]=1.[Li+].[Cl-].C([O-])([O-])=O.[Na+].[Na+], predict the reaction product. (4) Given the reactants [CH2:1]([CH:3]([C:5]1[CH:10]=[CH:9][CH:8]=[C:7]([N+:11]([O-:13])=[O:12])[CH:6]=1)O)[CH3:2].C1C=CC(P(C2C=CC=CC=2)C2C=CC=CC=2)=CC=1.C(Br)(Br)(Br)Br.Cl.[CH:39]1([NH:45][C:46]([CH:48]2[CH2:53][CH2:52][NH:51][CH2:50][CH2:49]2)=[O:47])[CH2:44][CH2:43][CH2:42][CH2:41][CH2:40]1.CCN(C(C)C)C(C)C, predict the reaction product. The product is: [CH:39]1([NH:45][C:46]([CH:48]2[CH2:49][CH2:50][N:51]([CH:3]([C:5]3[CH:10]=[CH:9][CH:8]=[C:7]([N+:11]([O-:13])=[O:12])[CH:6]=3)[CH2:1][CH3:2])[CH2:52][CH2:53]2)=[O:47])[CH2:40][CH2:41][CH2:42][CH2:43][CH2:44]1. (5) The product is: [C:17]([C:5]1[C:4]2[CH:3]=[C:2]([CH:28]=[O:29])[C:11]([O:12][CH2:13][CH3:14])=[CH:10][C:9]=2[C:8]([CH3:16])([CH3:15])[CH2:7][CH:6]=1)([CH3:20])([CH3:19])[CH3:18]. Given the reactants Br[C:2]1[CH:3]=[C:4]2[C:9](=[CH:10][C:11]=1[O:12][CH2:13][CH3:14])[C:8]([CH3:16])([CH3:15])[CH2:7][CH:6]=[C:5]2[C:17]([CH3:20])([CH3:19])[CH3:18].C([Li])CCC.CN(C)[CH:28]=[O:29], predict the reaction product.